Dataset: Catalyst prediction with 721,799 reactions and 888 catalyst types from USPTO. Task: Predict which catalyst facilitates the given reaction. (1) Reactant: [CH3:1][S:2]([C:5]1[CH:6]=[C:7]([C@H:11]2[CH2:16][CH2:15][NH:14][CH2:13][C@H:12]2[CH3:17])[CH:8]=[CH:9][CH:10]=1)(=[O:4])=[O:3].C([O-])([O-])=O.[K+].[K+].I[CH2:25][CH2:26][CH3:27]. Product: [CH3:1][S:2]([C:5]1[CH:6]=[C:7]([C@H:11]2[CH2:16][CH2:15][N:14]([CH2:25][CH2:26][CH3:27])[CH2:13][C@H:12]2[CH3:17])[CH:8]=[CH:9][CH:10]=1)(=[O:4])=[O:3]. The catalyst class is: 23. (2) Reactant: C1(P([N:15]=[N+:16]=[N-:17])(C2C=CC=CC=2)=O)C=CC=CC=1.N12CCCN=C1CCCCC2.[NH2:29][C:30]([NH:32][C:33]1[NH:34][C:35]2[C:40]([C:41]=1[C:42]([NH2:44])=[O:43])=[CH:39][CH:38]=[C:37]([CH2:45]O)[CH:36]=2)=[O:31].O. Product: [NH2:29][C:30]([NH:32][C:33]1[NH:34][C:35]2[C:40]([C:41]=1[C:42]([NH2:44])=[O:43])=[CH:39][CH:38]=[C:37]([CH2:45][N:15]=[N+:16]=[N-:17])[CH:36]=2)=[O:31]. The catalyst class is: 7.